The task is: Predict the reaction yield, written as a fraction of the theoretical maximum amount of product (1.0 means a 100% yield; for example, 0.34 means a 34% yield).. This data is from Reaction yield outcomes from USPTO patents with 853,638 reactions. (1) The reactants are C(OC([N:8]([CH2:18][C@H:19]1[CH2:28][CH2:27][C:26]2[C:21](=[CH:22][CH:23]=[C:24]([S:29][C:30]3[CH:31]=[C:32]([CH:36]=[CH:37][CH:38]=3)[C:33]([OH:35])=[O:34])[CH:25]=2)[O:20]1)[CH2:9][C@H:10]([OH:17])[C:11]1[CH:12]=[N:13][CH:14]=[CH:15][CH:16]=1)=O)(C)(C)C.Cl.C(O)(C(F)(F)F)=O. The catalyst is O1CCOCC1. The product is [OH:17][C@H:10]([C:11]1[CH:12]=[N:13][CH:14]=[CH:15][CH:16]=1)[CH2:9][NH:8][CH2:18][C@H:19]1[CH2:28][CH2:27][C:26]2[C:21](=[CH:22][CH:23]=[C:24]([S:29][C:30]3[CH:31]=[C:32]([CH:36]=[CH:37][CH:38]=3)[C:33]([OH:35])=[O:34])[CH:25]=2)[O:20]1. The yield is 0.0500. (2) The reactants are [C:1]([C:4]1[CH:5]=[C:6](B(O)O)[CH:7]=[N:8][CH:9]=1)#[C:2][CH3:3].C(=O)([O-])[O-].[Cs+].[Cs+].Br[C:20]1[CH:21]=[CH:22][C:23]2[O:34][C:33]3([CH2:39][CH2:38][CH:37]([O:40][CH3:41])[CH2:36][CH2:35]3)[C:26]3([N:30]=[C:29]([NH2:31])[C:28]([CH3:32])=[N:27]3)[C:24]=2[CH:25]=1.CCO. The catalyst is COCCOC.Cl[Pd]Cl.C1(P(C2C=CC=CC=2)[C-]2C=CC=C2)C=CC=CC=1.[C-]1(P(C2C=CC=CC=2)C2C=CC=CC=2)C=CC=C1.[Fe+2].O. The product is [CH3:41][O:40][CH:37]1[CH2:38][CH2:39][C:33]2([C:26]3([N:30]=[C:29]([NH2:31])[C:28]([CH3:32])=[N:27]3)[C:24]3[CH:25]=[C:20]([C:6]4[CH:7]=[N:8][CH:9]=[C:4]([C:1]#[C:2][CH3:3])[CH:5]=4)[CH:21]=[CH:22][C:23]=3[O:34]2)[CH2:35][CH2:36]1. The yield is 0.420. (3) The reactants are [F:1][C:2]1[CH:3]=[C:4]([CH:7]=[C:8]([O:11]C)[C:9]=1[OH:10])[CH:5]=[O:6].B(Br)(Br)Br. The catalyst is ClCCl. The product is [F:1][C:2]1[CH:3]=[C:4]([CH:7]=[C:8]([OH:11])[C:9]=1[OH:10])[CH:5]=[O:6]. The yield is 0.890. (4) The yield is 0.400. The catalyst is CS(C)=O.[Cu](I)I. The product is [C:1]([O:5][C:6]([N:8]1[CH2:20][CH2:19][C:18]2[C:17]3[C:12](=[CH:13][C:14]([N:37]4[CH:38]=[CH:39][C:34]([O:33][CH2:32][C:24]5[N:23]=[C:27]6[CH:28]=[CH:29][CH:30]=[CH:31][N:26]6[CH:25]=5)=[CH:35][C:36]4=[O:40])=[CH:15][CH:16]=3)[N:11]([CH3:22])[C:10]=2[CH2:9]1)=[O:7])([CH3:4])([CH3:3])[CH3:2]. The reactants are [C:1]([O:5][C:6]([N:8]1[CH2:20][CH2:19][C:18]2[C:17]3[C:12](=[CH:13][C:14](Br)=[CH:15][CH:16]=3)[N:11]([CH3:22])[C:10]=2[CH2:9]1)=[O:7])([CH3:4])([CH3:3])[CH3:2].[N:23]1[C:24]([CH2:32][O:33][C:34]2[CH:39]=[CH:38][NH:37][C:36](=[O:40])[CH:35]=2)=[CH:25][N:26]2[CH:31]=[CH:30][CH:29]=[CH:28][C:27]=12.C([O-])([O-])=O.[Cs+].[Cs+].OC1C=CC=C2C=1N=CC=C2. (5) The reactants are [Cl:1][O-].[Na+].[OH:4][C:5]1[CH:10]=[C:9]([C:11]([OH:13])=[O:12])[N:8]=[C:7]([C:14]2[CH:19]=[CH:18][CH:17]=[CH:16][N:15]=2)[N:6]=1.Cl.S(S([O-])=O)([O-])(=O)=O.[Na+].[Na+].[OH-].[Na+]. The catalyst is O. The product is [Cl:1][C:10]1[C:5]([OH:4])=[N:6][C:7]([C:14]2[CH:19]=[CH:18][CH:17]=[CH:16][N:15]=2)=[N:8][C:9]=1[C:11]([OH:13])=[O:12]. The yield is 0.780. (6) The reactants are [Br:1][C:2]1[C:6]([C:7]([F:10])([F:9])[F:8])=[N:5][N:4]([CH3:11])[C:3]=1[C:12]1[CH:13]=[C:14]([NH2:20])[CH:15]=[CH:16][C:17]=1[O:18][CH3:19].[F:21][C:22]1[CH:27]=[CH:26][C:25]([N:28]=[C:29]=[O:30])=[CH:24][CH:23]=1. The catalyst is C(Cl)Cl. The product is [Br:1][C:2]1[C:6]([C:7]([F:10])([F:8])[F:9])=[N:5][N:4]([CH3:11])[C:3]=1[C:12]1[CH:13]=[C:14]([NH:20][C:29]([NH:28][C:25]2[CH:26]=[CH:27][C:22]([F:21])=[CH:23][CH:24]=2)=[O:30])[CH:15]=[CH:16][C:17]=1[O:18][CH3:19]. The yield is 0.640.